This data is from Experimentally validated miRNA-target interactions with 360,000+ pairs, plus equal number of negative samples. The task is: Binary Classification. Given a miRNA mature sequence and a target amino acid sequence, predict their likelihood of interaction. (1) The miRNA is hsa-miR-6803-5p with sequence CUGGGGGUGGGGGGCUGGGCGU. The protein sequence of the target gene is MERCPSLGVTLYALVVVLGLRAAPAGGQHYLHIRPAPSDNLPLVDLIEHPDPIFDPKEKDLNETLLRSLLGGHYDPGFMATSPPEDRPGGGGGPAGGAEDLAELDQLLRQRPSGAMPSEIKGLEFSEGLAQGKKQRLSKKLRRKLQMWLWSQTFCPVLYAWNDLGSRFWPRYVKVGSCFSKRSCSVPEGMVCKPSKSVHLTVLRWRCQRRGGQRCGWIPIQYPIISECKCSC. Result: 0 (no interaction). (2) The miRNA is mmu-miR-3099-3p with sequence UAGGCUAGAGAGAGGUUGGGGA. The protein sequence of the target gene is MPTETLQTGSMVKPVSPAGTFTSAVPLRILNKGPDYFRRQAEPNPKRLSAVERLEADKAKYVKSQEVINAKQEPVKPAVLAKPPVCPGTKRALGSPTLKVFGNHAKTESGVQRETLKLEILKNIINSSEGSSSGSGHKHSSRNWPPHRDTTDLHRHSFAESLKVYPTPGHGSPQESSSHVSRRLLEQSAETFLHVSHSSSDIRKVTSVKPLKAIPCSSSAPPLPPKPKVAAMKSPEADQVEPACGVSRRPSLQRSKSDLSDRYFRVDADVERFFNYCGLDPEELENLGMENFARANSDII.... Result: 0 (no interaction). (3) The miRNA is hsa-miR-4540 with sequence UUAGUCCUGCCUGUAGGUUUA. The protein sequence of the target gene is MGQCVTKCKNPSSTLGSKNGDREPSNKSHSRRGAGHREEQVPPCGKPGGDILVNGTKKAEAATEACQLPTSSGDAGRESKSNAEESSLQRLEELFRRYKDEREDAILEEGMERFCNDLCVDPTEFRVLLLAWKFQAATMCKFTRKEFFDGCKAISADSIDGICARFPSLLTEAKQEDKFKDLYRFTFQFGLDSEEGQRSLHREIAIALWKLVFTQNNPPVLDQWLNFLTENPSGIKGISRDTWNMFLNFTQVIGPDLSNYSEDEAWPSLFDTFVEWEMERRKREGEGRGALSSGPEGLCP.... Result: 0 (no interaction). (4) The miRNA is mmu-miR-143-3p with sequence UGAGAUGAAGCACUGUAGCUC. The protein sequence of the target gene is MGASGSKARGLWPFASAAGGGGSEAAGAEQALVRPRGRAVPPFVFTRRGSMFYDEDGDLAHEFYEETIVTKNGQKRAKLRRVHKNLIPQGIVKLDHPRIHVDFPVILYEV. Result: 0 (no interaction). (5) The miRNA is hsa-miR-4270 with sequence UCAGGGAGUCAGGGGAGGGC. The protein sequence of the target gene is MSGLGRSRRGGRSRVDQEERFPQGLWTGVAMRSCPEEQYWDPLLGTCMSCKTICNHQSQRTCAAFCRSLSCRKEQGKFYDHLLRDCISCASICGQHPKQCAYFCENKLRSPVNLPPELRRQRSGEVENNSDNSGRYQGLEHRGSEASPALPGLKLSADQVALVYSTLGLCLCAVLCCFLVAVACFLKKRGDPCSCQPRSRPRQSPAKSSQDHAMEAGSPVSTSPEPVETCSFCFPECRAPTQESAVTPGTPDPTCAGRWGCHTRTTVLQPCPHIPDSGLGIVCVPAQEGGPGA. Result: 0 (no interaction). (6) Result: 0 (no interaction). The miRNA is hsa-miR-363-3p with sequence AAUUGCACGGUAUCCAUCUGUA. The protein sequence of the target gene is MPLSDFILALKDNPYFGAGFGLVGVGTALALARKGVQLGLVAFRRHYMITLEVPARDRSYAWLLSWLTRHSTRTQHLSVETSYLQHESGRISTKFEFVPSPGNHFIWYRGKWIRVERSREMQMIDLQTGTPWESVTFTALGTDRKVFFNILEEARELALQQEEGKTVMYTAVGSEWRPFGYPRRRRPLNSVVLQQGLADRIVRDVQEFIDNPKWYTDRGIPYRRGYLLYGPPGCGKSSFITALAGELEHSICLLSLTDSSLSDDRLNHLLSVAPQQSLVLLEDVDAAFLSRDLAVENPVK.... (7) The miRNA is hsa-miR-192-5p with sequence CUGACCUAUGAAUUGACAGCC. The protein sequence of the target gene is MSLRQRLAQLVGRLQDPQKVARFQRLCGVEAPPRRSADRREDEKAEAPLAGDPRLRGRQPGAPGGPQPPGSDRNQCPAKPDGGGAPNGVRNGLAAELGPASPRRAGALRRNSLTGEEGQLARVSNWPLYCLFCFGTELGNELFYILFFPFWIWNLDPLVGRRLVVIWVLVMYLGQCTKDIIRWPRPASPPVVKLEVFYNSEYSMPSTHAMSGTAIPISMVLLTYGRWQYPLIYGLILIPCWCSLVCLSRIYMGMHSILDIIAGFLYTILILAVFYPFVDLIDNFNQTHKYAPFIIIGLHL.... Result: 1 (interaction).